This data is from Reaction yield outcomes from USPTO patents with 853,638 reactions. The task is: Predict the reaction yield, written as a fraction of the theoretical maximum amount of product (1.0 means a 100% yield; for example, 0.34 means a 34% yield). (1) The reactants are O=[C:2]([C:9]1[CH:14]=[CH:13][N:12]=[CH:11][N:10]=1)[CH2:3][C:4]([O:6]CC)=O.[CH3:15][NH:16][C:17]([NH2:19])=[S:18].C1CCN2C(=NCCC2)CC1.CS(O)(=O)=O. The catalyst is C(O)C.O. The product is [SH:18][C:17]1[N:16]([CH3:15])[C:4](=[O:6])[CH:3]=[C:2]([C:9]2[CH:14]=[CH:13][N:12]=[CH:11][N:10]=2)[N:19]=1. The yield is 0.780. (2) The reactants are [C:1]([C:3]1[C:11]2[C:6](=[CH:7][C:8]([C:12]([O:14]C)=[O:13])=[CH:9][CH:10]=2)[N:5]([CH2:16][CH3:17])[CH:4]=1)#[N:2].N1C2C(=CC=C(C(OC)=O)C=2)C=C1.[OH-].[Na+]. The catalyst is C1COCC1. The product is [C:1]([C:3]1[C:11]2[C:6](=[CH:7][C:8]([C:12]([OH:14])=[O:13])=[CH:9][CH:10]=2)[N:5]([CH2:16][CH3:17])[CH:4]=1)#[N:2]. The yield is 0.950. (3) The reactants are [F:8][C:7]([F:10])([F:9])[C:6](O[C:6](=[O:11])[C:7]([F:10])([F:9])[F:8])=[O:11].[CH3:14][O:15][C:16]1[CH:21]=[CH:20][C:19]([NH:22][C:23](=[O:38])/[CH:24]=[CH:25]/[C:26]2[C:31]([O:32][CH3:33])=[CH:30][C:29]([O:34][CH3:35])=[CH:28][C:27]=2[O:36][CH3:37])=[CH:18][C:17]=1[NH2:39]. The catalyst is C(Cl)Cl. The product is [CH3:14][O:15][C:16]1[CH:21]=[CH:20][C:19]([NH:22][C:23](=[O:38])/[CH:24]=[CH:25]/[C:26]2[C:27]([O:36][CH3:37])=[CH:28][C:29]([O:34][CH3:35])=[CH:30][C:31]=2[O:32][CH3:33])=[CH:18][C:17]=1[NH:39][C:6](=[O:11])[C:7]([F:8])([F:9])[F:10]. The yield is 0.430. (4) The reactants are [NH2:1][C:2]1[CH:7]=[C:6]([F:8])[C:5]([CH3:9])=[CH:4][C:3]=1[NH:10][CH:11]1[CH2:16][CH2:15][N:14]([C@H:17]2[CH2:22][CH2:21][C@@H:20]([O:23][CH3:24])[CH2:19][CH2:18]2)[CH2:13][CH2:12]1.C(N(C(C)C)CC)(C)C.[Cl:34][C:35](Cl)([O:37]C(=O)OC(Cl)(Cl)Cl)Cl.C([O-])(O)=O.[Na+]. The catalyst is ClCCl.O. The product is [ClH:34].[F:8][C:6]1[C:5]([CH3:9])=[CH:4][C:3]2[N:10]([CH:11]3[CH2:12][CH2:13][N:14]([C@H:17]4[CH2:22][CH2:21][C@@H:20]([O:23][CH3:24])[CH2:19][CH2:18]4)[CH2:15][CH2:16]3)[C:35](=[O:37])[NH:1][C:2]=2[CH:7]=1. The yield is 0.950. (5) The reactants are [F:1][C:2]1[CH:3]=[C:4]2[C:8](=[CH:9][CH:10]=1)[NH:7][C:6](=[O:11])[CH2:5]2.[I:12][C:13]1[C:21]2[C:16](=[CH:17][C:18]([CH:22]=O)=[CH:19][CH:20]=2)[NH:15][N:14]=1. The catalyst is N1CCCCC1.CO. The product is [F:1][C:2]1[CH:3]=[C:4]2[C:8](=[CH:9][CH:10]=1)[NH:7][C:6](=[O:11])/[C:5]/2=[CH:22]\[C:18]1[CH:17]=[C:16]2[C:21]([C:13]([I:12])=[N:14][NH:15]2)=[CH:20][CH:19]=1. The yield is 0.960. (6) The reactants are [NH2:1][C:2]1[CH:7]=[CH:6][CH:5]=[CH:4][C:3]=1[S:8]([NH2:11])(=[O:10])=[O:9].[C:12]([C:16]1[CH:21]=[CH:20][C:19](/[CH:22]=[CH:23]/[S:24](Cl)(=[O:26])=[O:25])=[CH:18][CH:17]=1)([CH3:15])([CH3:14])[CH3:13]. The catalyst is N1C=CC=CC=1.CO.CCOC(C)=O. The product is [C:12]([C:16]1[CH:21]=[CH:20][C:19]([CH2:22][CH2:23][S:24]([NH:1][C:2]2[CH:7]=[CH:6][CH:5]=[CH:4][C:3]=2[S:8]([NH2:11])(=[O:9])=[O:10])(=[O:26])=[O:25])=[CH:18][CH:17]=1)([CH3:15])([CH3:13])[CH3:14]. The yield is 0.470.